This data is from Forward reaction prediction with 1.9M reactions from USPTO patents (1976-2016). The task is: Predict the product of the given reaction. (1) Given the reactants C(Cl)(=O)C(Cl)=O.CS(C)=O.[Cl:11][C:12]1[CH:17]=[CH:16][C:15]([C:18]2[CH2:23][C:22]([CH3:25])([CH3:24])[O:21][CH2:20][C:19]=2[CH2:26][OH:27])=[CH:14][CH:13]=1.C(N(CC)CC)C, predict the reaction product. The product is: [Cl:11][C:12]1[CH:17]=[CH:16][C:15]([C:18]2[CH2:23][C:22]([CH3:24])([CH3:25])[O:21][CH2:20][C:19]=2[CH:26]=[O:27])=[CH:14][CH:13]=1. (2) Given the reactants C([CH:4]([OH:8])[C:5]([OH:7])=O)(=O)C.C(N1C=CN=C1)(N1C=CN=C1)=[O:10].[NH2:21][C:22]1[CH:41]=[N:40][C:25]2[N:26]=[CH:27][N:28]([CH2:31][C:32]3[CH:37]=[CH:36][C:35]([Cl:38])=[C:34]([Cl:39])[CH:33]=3)[C:29](=[O:30])[C:24]=2[CH:23]=1.Cl[CH:43](Cl)[CH3:44], predict the reaction product. The product is: [C:43]([O:8][CH2:4][C:5]([NH:21][C:22]1[CH:41]=[N:40][C:25]2[N:26]=[CH:27][N:28]([CH2:31][C:32]3[CH:37]=[CH:36][C:35]([Cl:38])=[C:34]([Cl:39])[CH:33]=3)[C:29](=[O:30])[C:24]=2[CH:23]=1)=[O:7])(=[O:10])[CH3:44]. (3) Given the reactants Cl.[NH2:2][C:3]1[CH:8]=[CH:7][CH:6]=[CH:5][C:4]=1B(O)O.C(=O)([O-])[O-].[K+].[K+].COCCOC.Br[C:25]1[C:26]([C:39]#[N:40])=[N:27][N:28]([CH2:35][CH2:36][O:37][CH3:38])[C:29]=1[CH2:30][CH2:31][CH2:32][CH2:33][Cl:34], predict the reaction product. The product is: [NH2:2][C:3]1[CH:8]=[CH:7][CH:6]=[CH:5][C:4]=1[C:25]1[C:26]([C:39]#[N:40])=[N:27][N:28]([CH2:35][CH2:36][O:37][CH3:38])[C:29]=1[CH2:30][CH2:31][CH2:32][CH2:33][Cl:34]. (4) The product is: [C:1]([O:5][C:6]([NH:8][C:9]1[S:10][C:11]([C:14]([OH:16])=[O:15])=[CH:12][N:13]=1)=[O:7])([CH3:4])([CH3:2])[CH3:3]. Given the reactants [C:1]([O:5][C:6]([NH:8][C:9]1[S:10][C:11]([C:14]([O:16]CC)=[O:15])=[CH:12][N:13]=1)=[O:7])([CH3:4])([CH3:3])[CH3:2].[OH-].[K+].Cl, predict the reaction product. (5) The product is: [F:21][C:19]1[CH:20]=[C:15]([S:14][C:12]2[CH:13]=[C:8]3[C:7]([NH:23][C:24]([NH:26][C:27]4[CH:32]=[CH:31][C:30]([N:33]5[CH2:38][CH2:37][N:36]([CH3:39])[CH2:35][CH2:34]5)=[CH:29][CH:28]=4)=[O:25])=[N:6][NH:5][C:9]3=[N:10][CH:11]=2)[CH:16]=[C:17]([F:22])[CH:18]=1. Given the reactants C([N:5]1[C:9]2=[N:10][CH:11]=[C:12]([S:14][C:15]3[CH:20]=[C:19]([F:21])[CH:18]=[C:17]([F:22])[CH:16]=3)[CH:13]=[C:8]2[C:7]([NH:23][C:24]([NH:26][C:27]2[CH:32]=[CH:31][C:30]([N:33]3[CH2:38][CH2:37][N:36]([CH3:39])[CH2:35][CH2:34]3)=[CH:29][CH:28]=2)=[O:25])=[N:6]1)(C)(C)C, predict the reaction product.